Dataset: Forward reaction prediction with 1.9M reactions from USPTO patents (1976-2016). Task: Predict the product of the given reaction. (1) Given the reactants CS([C:4]1[N:9]=[C:8]([C:10]2[CH:11]=[CH:12][C:13]([C:16]#[C:17][C:18]([NH2:21])([CH3:20])[CH3:19])=[N:14][CH:15]=2)[CH:7]=[CH:6][N:5]=1)=O.[NH2:22][CH:23]1[CH2:28][C:27]([CH3:30])([CH3:29])[NH:26][C:25]([CH3:32])([CH3:31])[CH2:24]1, predict the reaction product. The product is: [NH2:21][C:18]([CH3:20])([CH3:19])[C:17]#[C:16][C:13]1[N:14]=[CH:15][C:10]([C:8]2[CH:7]=[CH:6][N:5]=[C:4]([NH:22][CH:23]3[CH2:24][C:25]([CH3:32])([CH3:31])[NH:26][C:27]([CH3:30])([CH3:29])[CH2:28]3)[N:9]=2)=[CH:11][CH:12]=1. (2) Given the reactants [Cl:1][C:2]1[CH:11]=[CH:10][C:5]([C:6](=[NH:9])[NH:7][OH:8])=[C:4]([F:12])[CH:3]=1.[C:13]([O:17][CH2:18][CH3:19])(=[O:16])[C:14]#[CH:15], predict the reaction product. The product is: [Cl:1][C:2]1[CH:11]=[CH:10][C:5]([C:6](=[NH:9])[NH:7][O:8][CH:15]=[CH:14][C:13]([O:17][CH2:18][CH3:19])=[O:16])=[C:4]([F:12])[CH:3]=1. (3) Given the reactants [CH:1]1([OH:7])[CH2:6][CH2:5][CH2:4][CH2:3][CH2:2]1.[Na].[Cl:9][C:10]1[CH:19]=[CH:18][C:17]2[C:16](=[O:20])[CH2:15][C:14]([CH3:22])([CH3:21])[CH2:13][C:12]=2[N:11]=1.O, predict the reaction product. The product is: [ClH:9].[CH:1]1([O:7][C:10]2[CH:19]=[CH:18][C:17]3[C:16](=[O:20])[CH2:15][C:14]([CH3:22])([CH3:21])[CH2:13][C:12]=3[N:11]=2)[CH2:6][CH2:5][CH2:4][CH2:3][CH2:2]1. (4) Given the reactants [C:1]([C:4]1[C:12]2[C:11]([CH3:13])=[C:10]([C:14]([NH:16][C:17]3[CH:26]=[C:25]([C:27]([OH:30])([CH3:29])[CH3:28])[C:24]4[C:19](=[CH:20][CH:21]=[CH:22][CH:23]=4)[N:18]=3)=[O:15])[S:9][C:8]=2[C:7]([C:31](=[O:33])[CH3:32])=[CH:6][CH:5]=1)(=[O:3])[CH3:2].[ClH:34], predict the reaction product. The product is: [ClH:34].[C:1]([C:4]1[C:12]2[C:11]([CH3:13])=[C:10]([C:14]([NH:16][C:17]3[CH:26]=[C:25]([C:27]([OH:30])([CH3:29])[CH3:28])[C:24]4[C:19](=[CH:20][CH:21]=[CH:22][CH:23]=4)[N:18]=3)=[O:15])[S:9][C:8]=2[C:7]([C:31](=[O:33])[CH3:32])=[CH:6][CH:5]=1)(=[O:3])[CH3:2]. (5) Given the reactants Cl.[Cl:2][C:3]1[CH:4]=[C:5]2[C:9](=[CH:10][CH:11]=1)[NH:8][CH:7]=[C:6]2[CH2:12][CH2:13][NH2:14].C1CN([P+](ON2N=NC3C=CC=CC2=3)(N2CCCC2)N2CCCC2)CC1.F[P-](F)(F)(F)(F)F.C(N(CC)C(C)C)(C)C.[CH3:57][O:58][C:59]1[CH:64]=[CH:63][C:62]([N:65]2[CH2:69][CH2:68][CH:67]([C:70](O)=[O:71])[C:66]2=[O:73])=[CH:61][CH:60]=1, predict the reaction product. The product is: [Cl:2][C:3]1[CH:4]=[C:5]2[C:9](=[CH:10][CH:11]=1)[NH:8][CH:7]=[C:6]2[CH2:12][CH2:13][NH:14][C:70]([CH:67]1[CH2:68][CH2:69][N:65]([C:62]2[CH:63]=[CH:64][C:59]([O:58][CH3:57])=[CH:60][CH:61]=2)[C:66]1=[O:73])=[O:71]. (6) Given the reactants [C:1]1([C:7]([C:9]2[CH:14]=[C:13]([O:15][CH2:16][C:17]3[CH:22]=[CH:21][CH:20]=[CH:19][CH:18]=3)[CH:12]=[CH:11][C:10]=2[NH2:23])=O)[CH:6]=[CH:5][CH:4]=[CH:3][CH:2]=1.[N:24]([O-])=O.[Na+].CO.[Sn](Cl)Cl, predict the reaction product. The product is: [C:1]1([C:7]2[C:9]3[C:10](=[CH:11][CH:12]=[C:13]([O:15][CH2:16][C:17]4[CH:22]=[CH:21][CH:20]=[CH:19][CH:18]=4)[CH:14]=3)[NH:23][N:24]=2)[CH:6]=[CH:5][CH:4]=[CH:3][CH:2]=1. (7) Given the reactants [CH3:1][O:2][C:3]1[CH:11]=[CH:10][CH:9]=[C:8]2[C:4]=1[CH:5]=[C:6]([C:12]([OH:14])=O)[NH:7]2.[CH3:15][O:16][C:17]1[CH:23]=[C:22]([B:24]2[O:28][C:27]([CH3:30])([CH3:29])[C:26]([CH3:32])([CH3:31])[O:25]2)[CH:21]=[CH:20][C:18]=1[NH2:19].C(N=C=NCCCN(C)C)C.Cl.ON1C2N=CC=CC=2N=N1, predict the reaction product. The product is: [CH3:1][O:2][C:3]1[CH:11]=[CH:10][CH:9]=[C:8]2[C:4]=1[CH:5]=[C:6]([C:12]([NH:19][C:18]1[CH:20]=[CH:21][C:22]([B:24]3[O:25][C:26]([CH3:31])([CH3:32])[C:27]([CH3:30])([CH3:29])[O:28]3)=[CH:23][C:17]=1[O:16][CH3:15])=[O:14])[NH:7]2. (8) Given the reactants [C:1]([C:4]1[CH:5]=[C:6]([N:10](C(OC(C)(C)C)=O)[N:11]([CH2:35][CH2:36][CH3:37])[C:12]([NH:14][C:15]2[CH:20]=[CH:19][C:18]([C:21]3[C:22]([S:27]([NH:30]C(C)(C)C)(=[O:29])=[O:28])=[CH:23][CH:24]=[CH:25][CH:26]=3)=[CH:17][CH:16]=2)=[O:13])[CH:7]=[CH:8][CH:9]=1)(=[NH:3])[NH2:2], predict the reaction product. The product is: [C:1]([C:4]1[CH:5]=[C:6]([NH:10][N:11]([CH2:35][CH2:36][CH3:37])[C:12]([NH:14][C:15]2[CH:20]=[CH:19][C:18]([C:21]3[C:22]([S:27]([NH2:30])(=[O:29])=[O:28])=[CH:23][CH:24]=[CH:25][CH:26]=3)=[CH:17][CH:16]=2)=[O:13])[CH:7]=[CH:8][CH:9]=1)(=[NH:2])[NH2:3]. (9) Given the reactants FC(F)(F)S(O[C:7]1[CH:8]=[CH:9][CH:10]=[C:11]2[C:16]=1[N:15]=[C:14]([C:17]1[N:21]3[CH:22]=[CH:23][C:24]([O:26][CH2:27][CH2:28][O:29][CH3:30])=[CH:25][C:20]3=[N:19][CH:18]=1)[CH:13]=[CH:12]2)(=O)=O.[F:33][C@H:34]1[C@@H:39]([NH:40][C:41](=[O:50])[O:42][CH2:43][C:44]2[CH:49]=[CH:48][CH:47]=[CH:46][CH:45]=2)[CH2:38][CH2:37][NH:36][CH2:35]1.C(=O)([O-])[O-].[Cs+].[Cs+], predict the reaction product. The product is: [F:33][C@H:34]1[C@@H:39]([NH:40][C:41](=[O:50])[O:42][CH2:43][C:44]2[CH:49]=[CH:48][CH:47]=[CH:46][CH:45]=2)[CH2:38][CH2:37][N:36]([C:7]2[CH:8]=[CH:9][CH:10]=[C:11]3[C:16]=2[N:15]=[C:14]([C:17]2[N:21]4[CH:22]=[CH:23][C:24]([O:26][CH2:27][CH2:28][O:29][CH3:30])=[CH:25][C:20]4=[N:19][CH:18]=2)[CH:13]=[CH:12]3)[CH2:35]1. (10) Given the reactants C12(CO)CC3CC(CC(C3)C1)C2.[CH3:13][C:14]1([CH3:23])[C@H:19]2[CH2:20][C@@H:15]1[CH2:16][CH2:17][C@@H:18]2[CH2:21][OH:22].ClC1C(F)=CC(F)=C(C=1)C(NS(C)(=O)=O)=O.[Cl:40][C:41]1[C:42](F)=[CH:43][C:44]([F:56])=[C:45]([CH:55]=1)[C:46]([NH:48][S:49](=[O:54])(=[O:53])[N:50]([CH3:52])[CH3:51])=[O:47], predict the reaction product. The product is: [Cl:40][C:41]1[C:42]([O:22][CH2:21][C@H:18]2[CH2:17][CH2:16][C@H:15]3[CH2:20][C@@H:19]2[C:14]3([CH3:23])[CH3:13])=[CH:43][C:44]([F:56])=[C:45]([CH:55]=1)[C:46]([NH:48][S:49](=[O:53])(=[O:54])[N:50]([CH3:52])[CH3:51])=[O:47].